This data is from Forward reaction prediction with 1.9M reactions from USPTO patents (1976-2016). The task is: Predict the product of the given reaction. (1) Given the reactants [OH:1][CH2:2][C@@H:3]1[C@H:7]([OH:8])[C@@H:6]([OH:9])[CH:5]([O:10][CH3:11])[O:4]1.O.[C:13]1(C)[CH:18]=CC(S(O)(=O)=O)=C[CH:14]=1, predict the reaction product. The product is: [CH3:11][O:10][CH:5]1[O:4][C@H:3]2[C@H:7]([O:8][C:13]([CH3:18])([CH3:14])[O:1][CH2:2]2)[C@H:6]1[OH:9]. (2) Given the reactants I[C:2]1[CH:10]=[CH:9][C:8]2[C:4](=[CH:5][N:6]([CH2:11][CH2:12][N:13]3[CH2:17][CH2:16][CH2:15][CH2:14]3)[N:7]=2)[CH:3]=1.[Cl:18][C:19]1[CH:24]=[CH:23][C:22]([C:25]2[CH:26]=[CH:27][C:28]([C:31]#[CH:32])=[N:29][CH:30]=2)=[CH:21][CH:20]=1, predict the reaction product. The product is: [Cl:18][C:19]1[CH:20]=[CH:21][C:22]([C:25]2[CH:26]=[CH:27][C:28]([C:31]#[C:32][C:2]3[CH:10]=[CH:9][C:8]4[C:4](=[CH:5][N:6]([CH2:11][CH2:12][N:13]5[CH2:17][CH2:16][CH2:15][CH2:14]5)[N:7]=4)[CH:3]=3)=[N:29][CH:30]=2)=[CH:23][CH:24]=1. (3) Given the reactants [CH2:1]([NH:8][CH2:9][P:10](=[O:17])([O:14][CH2:15][CH3:16])[O:11][CH2:12][CH3:13])[C:2]1[CH:7]=[CH:6][CH:5]=[CH:4][CH:3]=1.CCN(C(C)C)C(C)C.Br[CH2:28][C:29]([O:31][CH2:32][CH3:33])=[O:30], predict the reaction product. The product is: [CH2:1]([N:8]([CH2:9][P:10]([O:14][CH2:15][CH3:16])([O:11][CH2:12][CH3:13])=[O:17])[CH2:28][C:29]([O:31][CH2:32][CH3:33])=[O:30])[C:2]1[CH:3]=[CH:4][CH:5]=[CH:6][CH:7]=1. (4) Given the reactants C(O[C:4]([CH:6]1[C:11](=O)[CH2:10][CH2:9][N:8]([CH2:13][C:14]2[CH:19]=[CH:18][CH:17]=[CH:16][CH:15]=2)[CH2:7]1)=[O:5])C.Cl.[N+:21]([C:24]1[CH:25]=[C:26]([CH:30]=[CH:31][CH:32]=1)[C:27]([NH2:29])=[NH:28])([O-:23])=[O:22], predict the reaction product. The product is: [CH2:13]([N:8]1[CH2:9][CH2:10][C:11]2[N:28]=[C:27]([C:26]3[CH:30]=[CH:31][CH:32]=[C:24]([N+:21]([O-:23])=[O:22])[CH:25]=3)[N:29]=[C:4]([OH:5])[C:6]=2[CH2:7]1)[C:14]1[CH:15]=[CH:16][CH:17]=[CH:18][CH:19]=1.